Predict the reactants needed to synthesize the given product. From a dataset of Full USPTO retrosynthesis dataset with 1.9M reactions from patents (1976-2016). Given the product [CH3:24][C:15]1[CH:20]=[CH:19][C:18]([C:21]([C:14]2[N:10]([S:7]([C:1]3[CH:2]=[CH:3][CH:4]=[CH:5][CH:6]=3)(=[O:9])=[O:8])[CH:11]=[CH:12][CH:13]=2)=[O:22])=[CH:17][CH:16]=1, predict the reactants needed to synthesize it. The reactants are: [C:1]1([S:7]([N:10]2[CH:14]=[CH:13][CH:12]=[CH:11]2)(=[O:9])=[O:8])[CH:6]=[CH:5][CH:4]=[CH:3][CH:2]=1.[C:15]1([CH3:24])[CH:20]=[CH:19][C:18]([C:21](Cl)=[O:22])=[CH:17][CH:16]=1.